Task: Predict which catalyst facilitates the given reaction.. Dataset: Catalyst prediction with 721,799 reactions and 888 catalyst types from USPTO Reactant: C([O:4][C:5](=[O:65])[C@H:6]([CH2:15][C:16]1[CH:21]=[CH:20][C:19]([O:22][C:23](=[O:64])[NH:24][C@@H:25]([CH2:54][CH2:55][NH:56][C:57](=[O:63])[O:58][C:59]([CH3:62])([CH3:61])[CH3:60])[C:26](=[O:53])[NH:27][C@H:28]([C:50](=[O:52])[NH2:51])[CH2:29][S:30][C:31]([C:44]2[CH:49]=[CH:48][CH:47]=[CH:46][CH:45]=2)([C:38]2[CH:43]=[CH:42][CH:41]=[CH:40][CH:39]=2)[C:32]2[CH:37]=[CH:36][CH:35]=[CH:34][CH:33]=2)=[CH:18][CH:17]=1)[NH:7][C:8]([O:10][C:11]([CH3:14])([CH3:13])[CH3:12])=[O:9])C=C.C(N(CC)CC)C.C(O)=O. Product: [C:11]([O:10][C:8]([NH:7][C@H:6]([C:5]([OH:65])=[O:4])[CH2:15][C:16]1[CH:17]=[CH:18][C:19]([O:22][C:23](=[O:64])[NH:24][C@@H:25]([CH2:54][CH2:55][NH:56][C:57](=[O:63])[O:58][C:59]([CH3:60])([CH3:62])[CH3:61])[C:26](=[O:53])[NH:27][C@H:28]([C:50](=[O:52])[NH2:51])[CH2:29][S:30][C:31]([C:32]2[CH:37]=[CH:36][CH:35]=[CH:34][CH:33]=2)([C:38]2[CH:39]=[CH:40][CH:41]=[CH:42][CH:43]=2)[C:44]2[CH:49]=[CH:48][CH:47]=[CH:46][CH:45]=2)=[CH:20][CH:21]=1)=[O:9])([CH3:12])([CH3:13])[CH3:14]. The catalyst class is: 30.